From a dataset of NCI-60 drug combinations with 297,098 pairs across 59 cell lines. Regression. Given two drug SMILES strings and cell line genomic features, predict the synergy score measuring deviation from expected non-interaction effect. (1) Drug 1: CC1C(C(CC(O1)OC2CC(CC3=C2C(=C4C(=C3O)C(=O)C5=C(C4=O)C(=CC=C5)OC)O)(C(=O)CO)O)N)O.Cl. Drug 2: C1C(C(OC1N2C=NC3=C2NC=NCC3O)CO)O. Cell line: TK-10. Synergy scores: CSS=-5.39, Synergy_ZIP=1.77, Synergy_Bliss=0.761, Synergy_Loewe=-3.11, Synergy_HSA=-2.46. (2) Drug 1: CCC1(CC2CC(C3=C(CCN(C2)C1)C4=CC=CC=C4N3)(C5=C(C=C6C(=C5)C78CCN9C7C(C=CC9)(C(C(C8N6C)(C(=O)OC)O)OC(=O)C)CC)OC)C(=O)OC)O.OS(=O)(=O)O. Drug 2: CCCCCOC(=O)NC1=NC(=O)N(C=C1F)C2C(C(C(O2)C)O)O. Cell line: HS 578T. Synergy scores: CSS=-4.01, Synergy_ZIP=1.66, Synergy_Bliss=0.681, Synergy_Loewe=-5.21, Synergy_HSA=-5.93. (3) Drug 1: CCC1=CC2CC(C3=C(CN(C2)C1)C4=CC=CC=C4N3)(C5=C(C=C6C(=C5)C78CCN9C7C(C=CC9)(C(C(C8N6C)(C(=O)OC)O)OC(=O)C)CC)OC)C(=O)OC.C(C(C(=O)O)O)(C(=O)O)O. Drug 2: CCC1(CC2CC(C3=C(CCN(C2)C1)C4=CC=CC=C4N3)(C5=C(C=C6C(=C5)C78CCN9C7C(C=CC9)(C(C(C8N6C)(C(=O)OC)O)OC(=O)C)CC)OC)C(=O)OC)O.OS(=O)(=O)O. Cell line: RXF 393. Synergy scores: CSS=48.7, Synergy_ZIP=-0.936, Synergy_Bliss=1.76, Synergy_Loewe=-1.16, Synergy_HSA=5.75. (4) Drug 1: C1=CN(C=N1)CC(O)(P(=O)(O)O)P(=O)(O)O. Drug 2: CC12CCC3C(C1CCC2OP(=O)(O)O)CCC4=C3C=CC(=C4)OC(=O)N(CCCl)CCCl.[Na+]. Cell line: CCRF-CEM. Synergy scores: CSS=-4.52, Synergy_ZIP=2.31, Synergy_Bliss=0.318, Synergy_Loewe=-4.56, Synergy_HSA=-4.37. (5) Drug 1: CC1OCC2C(O1)C(C(C(O2)OC3C4COC(=O)C4C(C5=CC6=C(C=C35)OCO6)C7=CC(=C(C(=C7)OC)O)OC)O)O. Drug 2: C1=CC(=CC=C1C#N)C(C2=CC=C(C=C2)C#N)N3C=NC=N3. Cell line: HS 578T. Synergy scores: CSS=17.0, Synergy_ZIP=0.585, Synergy_Bliss=-0.761, Synergy_Loewe=-11.3, Synergy_HSA=-3.00. (6) Drug 1: C1=NC2=C(N=C(N=C2N1C3C(C(C(O3)CO)O)O)F)N. Drug 2: CC1=C(N=C(N=C1N)C(CC(=O)N)NCC(C(=O)N)N)C(=O)NC(C(C2=CN=CN2)OC3C(C(C(C(O3)CO)O)O)OC4C(C(C(C(O4)CO)O)OC(=O)N)O)C(=O)NC(C)C(C(C)C(=O)NC(C(C)O)C(=O)NCCC5=NC(=CS5)C6=NC(=CS6)C(=O)NCCC[S+](C)C)O. Cell line: NCIH23. Synergy scores: CSS=49.5, Synergy_ZIP=-2.05, Synergy_Bliss=-1.69, Synergy_Loewe=-27.1, Synergy_HSA=-0.0913. (7) Drug 1: C1=C(C(=O)NC(=O)N1)N(CCCl)CCCl. Drug 2: CN1C2=C(C=C(C=C2)N(CCCl)CCCl)N=C1CCCC(=O)O.Cl. Cell line: OVCAR3. Synergy scores: CSS=22.4, Synergy_ZIP=-3.87, Synergy_Bliss=-2.02, Synergy_Loewe=-6.10, Synergy_HSA=-1.52. (8) Drug 1: C1=CN(C=N1)CC(O)(P(=O)(O)O)P(=O)(O)O. Drug 2: C1CC(=O)NC(=O)C1N2C(=O)C3=CC=CC=C3C2=O. Cell line: MCF7. Synergy scores: CSS=4.33, Synergy_ZIP=3.51, Synergy_Bliss=-2.09, Synergy_Loewe=2.46, Synergy_HSA=0.388.